From a dataset of Catalyst prediction with 721,799 reactions and 888 catalyst types from USPTO. Predict which catalyst facilitates the given reaction. (1) Product: [F:30][C:19]1[CH:20]=[C:21]2[C:16](=[CH:17][C:18]=1[C:31]1[CH:36]=[CH:35][CH:34]=[C:33]([S:37]([CH3:40])(=[O:39])=[O:38])[CH:32]=1)[N:15]=[C:14]([C:11]1[CH:12]=[N:13][C:8]([NH2:7])=[N:9][CH:10]=1)[N:23]=[C:22]2[N:24]1[CH2:29][CH2:28][O:27][CH2:26][CH2:25]1. The catalyst class is: 12. Reactant: C(OC(=O)[NH:7][C:8]1[N:13]=[CH:12][C:11]([C:14]2[N:23]=[C:22]([N:24]3[CH2:29][CH2:28][O:27][CH2:26][CH2:25]3)[C:21]3[C:16](=[CH:17][C:18]([C:31]4[CH:36]=[CH:35][CH:34]=[C:33]([S:37]([CH3:40])(=[O:39])=[O:38])[CH:32]=4)=[C:19]([F:30])[CH:20]=3)[N:15]=2)=[CH:10][N:9]=1)(C)(C)C.Cl. (2) Reactant: C[O:2][C:3]([C:5]1[CH:10]=[CH:9][N:8]2[C:11](I)=[CH:12][N:13]=[C:7]2[CH:6]=1)=[O:4].CC1(C)C(C)(C)OB([C:23]2[CH:24]=[C:25]([NH:29][C:30]([NH:32][CH2:33][C:34]([F:37])([F:36])[F:35])=[O:31])[CH:26]=[CH:27][CH:28]=2)O1.C([O-])([O-])=O.[Na+].[Na+]. Product: [F:35][C:34]([F:36])([F:37])[CH2:33][NH:32][C:30](=[O:31])[NH:29][C:25]1[CH:24]=[C:23]([C:11]2[N:8]3[CH:9]=[CH:10][C:5]([C:3]([OH:2])=[O:4])=[CH:6][C:7]3=[N:13][CH:12]=2)[CH:28]=[CH:27][CH:26]=1. The catalyst class is: 108.